Dataset: Forward reaction prediction with 1.9M reactions from USPTO patents (1976-2016). Task: Predict the product of the given reaction. (1) Given the reactants [CH3:1][C:2]1[CH:7]=[CH:6][CH:5]=[C:4]([CH3:8])[C:3]=1[OH:9].[Cl:10][C:11]1[C:12](F)=[CH:13][C:14]2[O:19][CH:18]([C:20]([F:23])([F:22])[F:21])[C:17]([C:24]([O:26]CC)=[O:25])=[CH:16][C:15]=2[CH:29]=1, predict the reaction product. The product is: [Cl:10][C:11]1[C:12]([O:9][C:3]2[C:4]([CH3:8])=[CH:5][CH:6]=[CH:7][C:2]=2[CH3:1])=[CH:13][C:14]2[O:19][CH:18]([C:20]([F:22])([F:21])[F:23])[C:17]([C:24]([OH:26])=[O:25])=[CH:16][C:15]=2[CH:29]=1. (2) Given the reactants [H-].[Na+].[N:3]1([CH2:8][CH2:9][OH:10])[CH2:7][CH2:6][CH2:5][CH2:4]1.Cl[C:12]1[CH:17]=[CH:16][C:15]([N+:18]([O-:20])=[O:19])=[CH:14][C:13]=1[O:21][CH3:22], predict the reaction product. The product is: [CH3:22][O:21][C:13]1[CH:14]=[C:15]([N+:18]([O-:20])=[O:19])[CH:16]=[CH:17][C:12]=1[O:10][CH2:9][CH2:8][N:3]1[CH2:7][CH2:6][CH2:5][CH2:4]1. (3) Given the reactants [CH3:1][S:2][C:3]1[CH:8]=[CH:7][C:6]([CH:9]([O:12][Si](C)(C)C)C#N)=[CH:5][CH:4]=1.C[Si](C)(C)[N-][Si](C)(C)C.[Li+].[N:27]1[CH:32]=[CH:31][CH:30]=[C:29]([CH:33]=[O:34])[CH:28]=1, predict the reaction product. The product is: [OH:34][CH:33]([C:29]1[CH:28]=[N:27][CH:32]=[CH:31][CH:30]=1)[C:9]([C:6]1[CH:7]=[CH:8][C:3]([S:2][CH3:1])=[CH:4][CH:5]=1)=[O:12]. (4) Given the reactants CO.C([O:10][C:11]1[C:12]([CH3:27])=[C:13]([CH3:26])[C:14]([NH:18][C:19]([CH:21]2[CH2:25][CH2:24][CH2:23][CH2:22]2)=[O:20])=[N:15][C:16]=1[CH3:17])C1C=CC=CC=1, predict the reaction product. The product is: [OH:10][C:11]1[C:12]([CH3:27])=[C:13]([CH3:26])[C:14]([NH:18][C:19]([CH:21]2[CH2:25][CH2:24][CH2:23][CH2:22]2)=[O:20])=[N:15][C:16]=1[CH3:17]. (5) Given the reactants [OH:1][C@H:2]1[C@H:7]([C:8]2[CH:13]=[CH:12][C:11]([CH2:14][CH2:15][CH3:16])=[CH:10][CH:9]=2)[C@@H:6]([O:17][CH2:18][C:19]2[CH:20]=[CH:21][C:22]3[O:27][CH2:26][CH2:25][N:24]([CH2:28][CH2:29][CH2:30][O:31][CH3:32])[C:23]=3[CH:33]=2)[CH2:5][N:4](C(OCC2C=CC=CC=2)=O)[CH2:3]1.[CH3:44][O:45][CH2:46][C@H:47]1[O:49][CH2:48]1, predict the reaction product. The product is: [CH3:44][O:45][CH2:46][C@@H:47]([OH:49])[CH2:48][O:1][C@H:2]1[C@H:7]([C:8]2[CH:13]=[CH:12][C:11]([CH2:14][CH2:15][CH3:16])=[CH:10][CH:9]=2)[C@@H:6]([O:17][CH2:18][C:19]2[CH:20]=[CH:21][C:22]3[O:27][CH2:26][CH2:25][N:24]([CH2:28][CH2:29][CH2:30][O:31][CH3:32])[C:23]=3[CH:33]=2)[CH2:5][NH:4][CH2:3]1. (6) Given the reactants BrC1C=CC(OC)=CC=1C(O)=O.BrC1C=CC=CC=1C(O)=O.[CH:23]1[C:28](O)=[CH:27][C:26]2[C:30]([O:32][C:33]3[CH:38]=[C:37]([OH:39])[CH:36]=[CH:35][C:34]=3[C:25]=2[CH:24]=1)=[O:31], predict the reaction product. The product is: [CH:23]1[CH:24]=[C:25]2[C:34]3[CH:35]=[CH:36][C:37]([OH:39])=[CH:38][C:33]=3[O:32][C:30](=[O:31])[C:26]2=[CH:27][CH:28]=1. (7) Given the reactants [Br:1][C:2]1[N:3]=[C:4]([C@H:12]2[CH2:17][CH2:16][C@H:15]([CH2:18][NH2:19])[CH2:14][CH2:13]2)[N:5]2[CH:10]=[CH:9][N:8]=[C:7]([CH3:11])[C:6]=12.C(N(CC)CC)C.[C:27](Cl)(=[O:29])[CH3:28].O, predict the reaction product. The product is: [Br:1][C:2]1[N:3]=[C:4]([C@H:12]2[CH2:17][CH2:16][C@H:15]([CH2:18][NH:19][C:27](=[O:29])[CH3:28])[CH2:14][CH2:13]2)[N:5]2[CH:10]=[CH:9][N:8]=[C:7]([CH3:11])[C:6]=12. (8) Given the reactants [BH-](OC(C)=O)(OC(C)=O)OC(C)=O.[Na+].[OH:15][C:16]([C:18]([F:21])([F:20])[F:19])=[O:17].[CH3:22][CH:23]1[CH2:28][CH2:27][N:26]([C:29]([C:31]2[CH:39]=[CH:38][C:37]3[N:36]([S:40]([CH2:43][CH2:44][CH3:45])(=[O:42])=[O:41])[C:35]4[CH2:46][CH2:47][NH:48][CH2:49][C:34]=4[C:33]=3[CH:32]=2)=[O:30])[CH2:25][CH2:24]1.[O:50]1[CH2:55][CH2:54][C:53](=O)[CH2:52][CH2:51]1.[OH-].[Na+], predict the reaction product. The product is: [CH3:22][CH:23]1[CH2:28][CH2:27][N:26]([C:29]([C:31]2[CH:39]=[CH:38][C:37]3[N:36]([S:40]([CH2:43][CH2:44][CH3:45])(=[O:41])=[O:42])[C:35]4[CH2:46][CH2:47][N:48]([CH:53]5[CH2:54][CH2:55][O:50][CH2:51][CH2:52]5)[CH2:49][C:34]=4[C:33]=3[CH:32]=2)=[O:30])[CH2:25][CH2:24]1.[C:16]([OH:17])([C:18]([F:21])([F:20])[F:19])=[O:15]. (9) Given the reactants Cl.[F:2][C:3]1[C:8]([F:9])=[CH:7][CH:6]=[CH:5][C:4]=1[C@H:10]1[CH2:16][N:15]2[C:17]([CH:20]3[CH2:24][CH2:23][O:22][CH2:21]3)=[CH:18][N:19]=[C:14]2[C@H:13]([NH:25]C(=O)OC(C)(C)C)[CH2:12][CH2:11]1, predict the reaction product. The product is: [F:2][C:3]1[C:8]([F:9])=[CH:7][CH:6]=[CH:5][C:4]=1[C@H:10]1[CH2:16][N:15]2[C:17]([CH:20]3[CH2:24][CH2:23][O:22][CH2:21]3)=[CH:18][N:19]=[C:14]2[C@H:13]([NH2:25])[CH2:12][CH2:11]1. (10) Given the reactants [CH2:1]([N:5]1[N:9]=[C:8]([C:10]2[CH:15]=[CH:14][C:13]([F:16])=[CH:12][CH:11]=2)[CH:7]=[N:6]1)[CH2:2][C:3]#[CH:4].Br[C:18]1[CH:23]=[CH:22][CH:21]=[CH:20][N:19]=1, predict the reaction product. The product is: [F:16][C:13]1[CH:12]=[CH:11][C:10]([C:8]2[CH:7]=[N:6][N:5]([CH2:1][CH2:2][C:3]#[C:4][C:18]3[CH:23]=[CH:22][CH:21]=[CH:20][N:19]=3)[N:9]=2)=[CH:15][CH:14]=1.